The task is: Predict which catalyst facilitates the given reaction.. This data is from Catalyst prediction with 721,799 reactions and 888 catalyst types from USPTO. (1) Reactant: [Br:1][C:2]1[CH:3]=C(N)C(=[C:8]([Br:10])[CH:9]=1)OC.[C:12](=O)(O)[O-:13].[C:16](Cl)(Cl)=[S:17].C(=O)=O.[C:23](#[N:25])[CH3:24]. Product: [CH3:12][O:13][C:24]1[CH:3]=[C:2]([Br:1])[CH:9]=[C:8]([Br:10])[C:23]=1[N:25]=[C:16]=[S:17]. The catalyst class is: 2. (2) Product: [CH:1]1([CH:4]([N:8]2[CH:12]=[C:11]([C:13]3[N:18]4[CH:19]=[CH:20][N:21]=[C:17]4[CH:16]=[C:15]([C:22]4[CH:23]=[C:24]5[C:29](=[CH:30][CH:31]=4)[CH2:28][N:27]([CH3:34])[CH2:26][CH2:25]5)[N:14]=3)[CH:10]=[N:9]2)[CH2:5][C:6]#[N:7])[CH2:3][CH2:2]1. Reactant: [CH:1]1([CH:4]([N:8]2[CH:12]=[C:11]([C:13]3[N:18]4[CH:19]=[CH:20][N:21]=[C:17]4[CH:16]=[C:15]([C:22]4[CH:23]=[C:24]5[C:29](=[CH:30][CH:31]=4)[CH2:28][NH:27][CH2:26][CH2:25]5)[N:14]=3)[CH:10]=[N:9]2)[CH2:5][C:6]#[N:7])[CH2:3][CH2:2]1.C=O.[C:34](O[BH-](OC(=O)C)OC(=O)C)(=O)C.[Na+]. The catalyst class is: 61. (3) Reactant: C(OC([N:8]1[CH2:13][CH2:12][CH:11]([O:14][C:15]2[N:16]=[N:17][C:18]([CH:34]3[CH2:39][CH2:38][CH2:37][CH2:36][CH2:35]3)=[C:19]([C:21]3[CH:26]=[CH:25][C:24]([O:27][CH:28]4[CH2:33][CH2:32][CH2:31][CH2:30][CH2:29]4)=[CH:23][CH:22]=3)[CH:20]=2)[CH2:10][CH2:9]1)=O)(C)(C)C.[ClH:40]. Product: [ClH:40].[ClH:40].[CH:34]1([C:18]2[N:17]=[N:16][C:15]([O:14][CH:11]3[CH2:10][CH2:9][NH:8][CH2:13][CH2:12]3)=[CH:20][C:19]=2[C:21]2[CH:26]=[CH:25][C:24]([O:27][CH:28]3[CH2:33][CH2:32][CH2:31][CH2:30][CH2:29]3)=[CH:23][CH:22]=2)[CH2:35][CH2:36][CH2:37][CH2:38][CH2:39]1. The catalyst class is: 135. (4) Reactant: [NH2:1][C:2]1[S:3][C:4]([C:24]2[CH:29]=[CH:28][CH:27]=[CH:26][C:25]=2[Cl:30])=[C:5]([C:7]2[S:23][C:10]3[C:11]4[CH:19]=[CH:18][C:17]([C:20](O)=[O:21])=[CH:16][C:12]=4[O:13][CH2:14][CH2:15][C:9]=3[CH:8]=2)[N:6]=1.[Cl-].[NH4+].C[N:34](C(ON1N=NC2C=CC=NC1=2)=[N+](C)C)C.F[P-](F)(F)(F)(F)F.CCN(C(C)C)C(C)C. Product: [NH2:1][C:2]1[S:3][C:4]([C:24]2[CH:29]=[CH:28][CH:27]=[CH:26][C:25]=2[Cl:30])=[C:5]([C:7]2[S:23][C:10]3[C:11]4[CH:19]=[CH:18][C:17]([C:20]([NH2:34])=[O:21])=[CH:16][C:12]=4[O:13][CH2:14][CH2:15][C:9]=3[CH:8]=2)[N:6]=1. The catalyst class is: 3. (5) Reactant: [OH-].[Na+].C[O:4][C:5](=[O:39])[CH2:6][CH2:7][C:8]1[CH:13]=[CH:12][C:11]([O:14][CH2:15][CH2:16][C@@H:17]([O:19][C:20]2[C:25]([C:26](=[O:33])[C:27]3[CH:32]=[CH:31][CH:30]=[CH:29][CH:28]=3)=[CH:24][C:23]([C:34]([F:37])([F:36])[F:35])=[CH:22][N:21]=2)[CH3:18])=[CH:10][C:9]=1[CH3:38].Cl. Product: [C:26]([C:25]1[C:20]([O:19][C@@H:17]([CH3:18])[CH2:16][CH2:15][O:14][C:11]2[CH:12]=[CH:13][C:8]([CH2:7][CH2:6][C:5]([OH:39])=[O:4])=[C:9]([CH3:38])[CH:10]=2)=[N:21][CH:22]=[C:23]([C:34]([F:37])([F:36])[F:35])[CH:24]=1)(=[O:33])[C:27]1[CH:32]=[CH:31][CH:30]=[CH:29][CH:28]=1. The catalyst class is: 5.